Dataset: Catalyst prediction with 721,799 reactions and 888 catalyst types from USPTO. Task: Predict which catalyst facilitates the given reaction. (1) Reactant: [F:1][C:2]1[CH:9]=[CH:8][C:5]([CH:6]=O)=[CH:4][CH:3]=1.[N:10]1[CH:15]=[CH:14][CH:13]=[CH:12][C:11]=1[CH2:16][C:17]#[N:18].CC[O-].[Na+]. Product: [F:1][C:2]1[CH:9]=[CH:8][C:5]([CH:6]=[C:16]([C:11]2[CH:12]=[CH:13][CH:14]=[CH:15][N:10]=2)[C:17]#[N:18])=[CH:4][CH:3]=1. The catalyst class is: 14. (2) Reactant: Cl.[CH2:2]([NH:6][CH2:7][C@@H:8]([C@H:10]([C@@H:12]([C@@H:14]([CH2:16][OH:17])[OH:15])[OH:13])[OH:11])[OH:9])[CH2:3][CH2:4][CH3:5].C(NC[C@@H]([C@H]([C@@H]([C@@H](CO)O)O)O)O)CCC. Product: [CH2:2]([NH:6][CH2:7][C@@H:8]1[O:9][C@:14]([OH:15])([CH2:16][OH:17])[C@@H:12]([OH:13])[C@@H:10]1[OH:11])[CH2:3][CH2:4][CH3:5]. The catalyst class is: 6. (3) Reactant: CS(C)=O.C(Cl)(=O)C(Cl)=O.[F:11][C:12]([S:15][C:16]1[CH:17]=[C:18]([CH2:22][OH:23])[CH:19]=[CH:20][CH:21]=1)([F:14])[F:13].C(N(CC)CC)C. Product: [F:11][C:12]([S:15][C:16]1[CH:17]=[C:18]([CH:19]=[CH:20][CH:21]=1)[CH:22]=[O:23])([F:14])[F:13]. The catalyst class is: 46. (4) Reactant: [CH2:1]([O:8][C:9]1[CH:18]=[C:17]2[C:12]([C:13]([O:19][C:20]3[CH:25]=[CH:24][C:23]([NH2:26])=[CH:22][C:21]=3[F:27])=[CH:14][CH:15]=[N:16]2)=[CH:11][C:10]=1[O:28][CH3:29])[C:2]1[CH:7]=[CH:6][CH:5]=[CH:4][CH:3]=1.[F:30][C:31]([F:42])([F:41])[C:32]1[CH:37]=[CH:36][C:35]([NH:38][CH:39]=[O:40])=[CH:34][CH:33]=1. Product: [CH2:1]([O:8][C:9]1[CH:18]=[C:17]2[C:12]([C:13]([O:19][C:20]3[CH:25]=[CH:24][C:23]([NH:26][C:39]([NH:38][C:35]4[CH:34]=[CH:33][C:32]([C:31]([F:30])([F:41])[F:42])=[CH:37][CH:36]=4)=[O:40])=[CH:22][C:21]=3[F:27])=[CH:14][CH:15]=[N:16]2)=[CH:11][C:10]=1[O:28][CH3:29])[C:2]1[CH:7]=[CH:6][CH:5]=[CH:4][CH:3]=1. The catalyst class is: 2. (5) Reactant: [CH3:1][S:2]([N:5]1[CH2:10][CH:9]=[C:8]([C:11]2[CH:12]=[C:13]3[CH2:19][C@@:18]([CH3:26])([CH:20]4[CH2:25][CH2:24][NH:23][CH2:22][CH2:21]4)[O:17][C:14]3=[CH:15][N:16]=2)[CH2:7][CH2:6]1)(=[O:4])=[O:3].Cl[C:28]1[N:33]=[CH:32][C:31]([C:34]([F:37])([F:36])[F:35])=[CH:30][N:29]=1.C(=O)([O-])[O-].[K+].[K+]. Product: [CH3:1][S:2]([N:5]1[CH2:6][CH:7]=[C:8]([C:11]2[CH:12]=[C:13]3[CH2:19][C@@:18]([CH3:26])([CH:20]4[CH2:25][CH2:24][N:23]([C:28]5[N:33]=[CH:32][C:31]([C:34]([F:37])([F:36])[F:35])=[CH:30][N:29]=5)[CH2:22][CH2:21]4)[O:17][C:14]3=[CH:15][N:16]=2)[CH2:9][CH2:10]1)(=[O:3])=[O:4]. The catalyst class is: 16.